From a dataset of Rat liver microsome stability data. Regression/Classification. Given a drug SMILES string, predict its absorption, distribution, metabolism, or excretion properties. Task type varies by dataset: regression for continuous measurements (e.g., permeability, clearance, half-life) or binary classification for categorical outcomes (e.g., BBB penetration, CYP inhibition). Dataset: rlm. (1) The drug is CCOC(=O)C=Cc1ccc(NC(=O)C2(NC(=O)c3ccc4c(C5CCCC5)c(-c5ncc(Cl)cn5)n(C)c4c3)CCC2)cc1OCC. The result is 0 (unstable in rat liver microsomes). (2) The drug is COc1cc(N2CCN(C3CCN(c4c(F)ccc5cccnc45)CC3)CC2)c2ncccc2c1. The result is 1 (stable in rat liver microsomes). (3) The molecule is Cc1ccc(S(=O)(=O)[C@@]23CCN(C(=O)[C@H]4CC[C@H](C(=O)O)CC4)[C@@H]2CCc2cc(C(F)(C(F)(F)F)C(F)(F)F)ccc23)cc1. The result is 0 (unstable in rat liver microsomes). (4) The molecule is Cn1nc(-c2ccccc2F)c2cc(C(=O)Nc3cc(F)ccc3F)sc21. The result is 1 (stable in rat liver microsomes). (5) The drug is Cc1c(Nc2c(C#N)cncc2C=Cc2cccc(CN3CCCCC3)c2)ccc2[nH]ccc12. The result is 1 (stable in rat liver microsomes). (6) The compound is COc1ccc(NC(=O)c2c(C)cccc2C)cc1S(=O)(=O)Nc1ccc(Br)cc1. The result is 1 (stable in rat liver microsomes).